Dataset: Catalyst prediction with 721,799 reactions and 888 catalyst types from USPTO. Task: Predict which catalyst facilitates the given reaction. Reactant: [Cl:1][C:2]1[CH:3]=[C:4]([C:9]2[NH:10][C:11](=O)[O:12][C:13]=2[CH2:14][CH2:15][C:16]([O:18][CH3:19])=[O:17])[CH:5]=[CH:6][C:7]=1[Cl:8].P(Cl)(Cl)([Cl:23])=O.N1C=CC=CC=1. Product: [Cl:23][C:11]1[O:12][C:13]([CH2:14][CH2:15][C:16]([O:18][CH3:19])=[O:17])=[C:9]([C:4]2[CH:5]=[CH:6][C:7]([Cl:8])=[C:2]([Cl:1])[CH:3]=2)[N:10]=1. The catalyst class is: 6.